This data is from hERG potassium channel inhibition data for cardiac toxicity prediction from Karim et al.. The task is: Regression/Classification. Given a drug SMILES string, predict its toxicity properties. Task type varies by dataset: regression for continuous values (e.g., LD50, hERG inhibition percentage) or binary classification for toxic/non-toxic outcomes (e.g., AMES mutagenicity, cardiotoxicity, hepatotoxicity). Dataset: herg_karim. (1) The compound is CC1(C)CN(c2ccc3c(c2)[C@]2(COC(N)=N2)c2cc(-c4cncnc4)ccc2O3)CCO1. The result is 0 (non-blocker). (2) The molecule is Cc1nn(CCOCC(F)(F)F)c2c(Nc3ccncn3)nc(N3CCN[C@H](C)C3)nc12. The result is 1 (blocker). (3) The molecule is CN(C)C(=O)c1cccc(CN2CCc3cc4nc(N)sc4cc3CC2)c1. The result is 0 (non-blocker). (4) The result is 0 (non-blocker). The compound is O=C1NC(=O)C(=Cc2ccc3nccc(-c4ccncc4)c3c2)S1. (5) The drug is COCCNS(=O)(=O)c1ccc(-c2ccc(CCN3CCCC3C)cc2)cc1. The result is 1 (blocker).